This data is from Reaction yield outcomes from USPTO patents with 853,638 reactions. The task is: Predict the reaction yield, written as a fraction of the theoretical maximum amount of product (1.0 means a 100% yield; for example, 0.34 means a 34% yield). (1) The reactants are [CH3:1][C:2]1[N:6]([CH2:7][C:8]2[CH:13]=[CH:12][CH:11]=[C:10]([C:14]([F:17])([F:16])[F:15])[C:9]=2[CH3:18])[C:5]2[CH:19]=[C:20]([N:26]3[CH2:31][CH2:30][O:29][CH2:28][CH2:27]3)[CH:21]=[C:22]([C:23]([OH:25])=[O:24])[C:4]=2[N:3]=1.O.[CH2:33]([OH:40])[C:34]([NH2:39])([CH2:37][OH:38])[CH2:35][OH:36]. The catalyst is CO. The product is [CH3:1][C:2]1[N:6]([CH2:7][C:8]2[CH:13]=[CH:12][CH:11]=[C:10]([C:14]([F:16])([F:15])[F:17])[C:9]=2[CH3:18])[C:5]2[CH:19]=[C:20]([N:26]3[CH2:27][CH2:28][O:29][CH2:30][CH2:31]3)[CH:21]=[C:22]([C:23]([OH:25])=[O:24])[C:4]=2[N:3]=1.[NH2:39][C:34]([CH2:37][OH:38])([CH2:35][OH:36])[CH2:33][OH:40]. The yield is 0.930. (2) The catalyst is CC#N.Cl[Pd](Cl)([P](C1C=CC=CC=1)(C1C=CC=CC=1)C1C=CC=CC=1)[P](C1C=CC=CC=1)(C1C=CC=CC=1)C1C=CC=CC=1. The yield is 0.710. The product is [Br:1][C:2]1[CH:3]=[C:4]2[C:10]([C:28]3[CH:29]=[CH:30][C:25]([CH2:24][NH2:23])=[CH:26][CH:27]=3)=[CH:9][N:8]([S:12]([C:15]3[CH:20]=[CH:19][C:18]([CH3:21])=[CH:17][CH:16]=3)(=[O:14])=[O:13])[C:5]2=[N:6][CH:7]=1. The reactants are [Br:1][C:2]1[CH:3]=[C:4]2[C:10](I)=[CH:9][N:8]([S:12]([C:15]3[CH:20]=[CH:19][C:18]([CH3:21])=[CH:17][CH:16]=3)(=[O:14])=[O:13])[C:5]2=[N:6][CH:7]=1.Cl.[NH2:23][CH2:24][C:25]1[CH:30]=[CH:29][C:28](B(O)O)=[CH:27][CH:26]=1.C([O-])([O-])=O.[Na+].[Na+].CCOC(C)=O. (3) The reactants are Cl[C:2]1[CH:11]=[CH:10][C:9]2[C:4](=[CH:5][CH:6]=[C:7]([CH3:12])[CH:8]=2)[N:3]=1.[C:13]([NH2:16])(=[O:15])[CH3:14].C([O-])([O-])=O.[K+].[K+]. The catalyst is O. The product is [C:13]([NH:16][C:2]1[CH:11]=[CH:10][C:9]2[C:4](=[CH:5][CH:6]=[C:7]([CH3:12])[CH:8]=2)[N:3]=1)(=[O:15])[CH3:14]. The yield is 0.740. (4) The reactants are [CH3:1][C:2]1([CH:7]([CH3:19])[C:8]([NH:10][CH2:11][CH2:12][C:13]2[CH:18]=[CH:17][CH:16]=[CH:15][CH:14]=2)=[O:9])OCC[O:3]1.O.C1(C)C=CC(S(O)(=O)=O)=CC=1.O.C(=O)([O-])[O-].[Na+].[Na+]. The catalyst is CC(C)=O. The product is [CH3:19][CH:7]([C:2](=[O:3])[CH3:1])[C:8]([NH:10][CH2:11][CH2:12][C:13]1[CH:18]=[CH:17][CH:16]=[CH:15][CH:14]=1)=[O:9]. The yield is 0.520. (5) The reactants are [CH2:1]([C:3]1[C:8]([CH3:9])=[CH:7][CH:6]=[CH:5][N:4]=1)[CH3:2].[ClH:10]. The catalyst is CO. The product is [ClH:10].[CH2:1]([CH:3]1[CH:8]([CH3:9])[CH2:7][CH2:6][CH2:5][NH:4]1)[CH3:2]. The yield is 0.880.